This data is from Experimentally validated miRNA-target interactions with 360,000+ pairs, plus equal number of negative samples. The task is: Binary Classification. Given a miRNA mature sequence and a target amino acid sequence, predict their likelihood of interaction. (1) The miRNA is mmu-miR-344h-3p with sequence GGUAUAACCAAAGCCCGACUGU. The protein sequence of the target gene is MGERAGSPGTDQERKAGKHHYSYLSDFETPQSSGRSSLVSSSPASVRRKNPKRQTSDGQVHHQAPRKPSPKGLPNRKGVRVGFRSQSLNREPLRKDTDLVTKRILSARLLKINELQNEVSELQVKLAELLKENKSLKRLQYRQEKALNKFEDAENEISQLIFRHNNEITALKERLRKSQEKERATEKRVKDTESELFRTKFSLQKLKEISEARHLPERDDLAKKLVSAELKLDDTERRIKELSKNLELSTNSFQRQLLAERKRAYEAHDENKVLQKEVQRLYHKLKEKERELDIKNIYSN.... Result: 0 (no interaction). (2) The miRNA is hsa-miR-1236-3p with sequence CCUCUUCCCCUUGUCUCUCCAG. The protein sequence of the target gene is MFWKFDLHTSSHLDTLLEREDLSLPELLDEEDVLQECKVVNRKLLDFLLQPPHLQAMVAWVTQEPPDSGEERLRYKYPSVACEILTSDVPQINDALGADESLLNRLYGFLQSTGSLNPLLASFFSKVMGILINRKTDQLVSFLRKKDDFVDLLLQHIGTSAIMDLLLRLLTCVERPQLRQDVVNWLNEEKIVQRLIEQIHPSKDENQHSNASQSLCDIIRLSREQMIQVQDSPEPDQLLATLEKQETIEQLLSNMFEGEQSQSVIVSGIQVLLTLLEPRRPRSESVTVNSFFSSVDGQLE.... Result: 1 (interaction). (3) The protein sequence of the target gene is MEIEKQHVYISTVEVENLSDALFSGDEENGGSEERKTEINGNWIPATSITEAKINAKAKRRLRKNSSRDSGRGDSVSENGETQKAGLVVPTSPKGKVLDRRSRSGKGRGLPKKGGAGGKGVWGTPGQVYDVEEVDIKDPNYDDDQENCVYETVVLPLDERAFEKTLTPIIQEYFEHGDTNEVSEMLKDLNLGEMKYSVPVLAVSLALEGKASHREMTSKLISDLCGTVVSKTDVEKSFDKLLKDLPDLVLDSPRAPQLVGQFIARAVGDGILSSTYIDGYKGTVDSIQARAALDRATVLL.... Result: 0 (no interaction). The miRNA is mmu-miR-467c-5p with sequence UAAGUGCGUGCAUGUAUAUGUG. (4) The miRNA is hsa-miR-1180-3p with sequence UUUCCGGCUCGCGUGGGUGUGU. The protein sequence of the target gene is MAAVQVAASLPCGQPREAPRELSPEQDDGFRRLSARLRALQPDDSTVSRMEIHLLFDQLISENYSEGGGVAPEDVSALLVRACQLVPLNQNHLVSKVCQLIHRLLNRLQVVVDEPNLDFLLTYTISALQQCSSWTHMEILQALAALVYCNGSKCQKHLPDLLGKSGLLMKLSDLSHSDPEVRRAAVHCMANLCLSVPGQPYLEEPYQHVCFQAFLTILQSPKSSDMDDITFCMLLQNALKGIQSLLNGGKMRLTQTEHLGALLAVLKKAMFHGLPGLNIEMPAVLYPTPLPQYDGRSPVK.... Result: 0 (no interaction).